Dataset: hERG channel blocking data for cardiac toxicity assessment. Task: Regression/Classification. Given a drug SMILES string, predict its toxicity properties. Task type varies by dataset: regression for continuous values (e.g., LD50, hERG inhibition percentage) or binary classification for toxic/non-toxic outcomes (e.g., AMES mutagenicity, cardiotoxicity, hepatotoxicity). Dataset: herg. (1) The result is 1 (blocker). The molecule is COc1ccc(CN2CCC(NC(=O)c3cc(=O)c4ccc(F)cc4o3)CC2)cc1. (2) The compound is C[NH+](C)CCCN1c2ccccc2Sc2ccc(Cl)cc21. The result is 1 (blocker). (3) The drug is CC[C@H](OC(C)=O)C(C[C@H](C)N(C)C)(c1ccccc1)c1ccccc1. The result is 1 (blocker). (4) The compound is O=C(O)Cc1ccc(-n2cc(C3CCN(CCN4CCNC4=O)CC3)c3cc(Cl)ccc32)cc1. The result is 1 (blocker). (5) The drug is CCCCC1=NC2(CCCC2)C(=O)N1Cc1ccc(-c2ccccc2-c2nn[n-]n2)cc1. The result is 0 (non-blocker). (6) The drug is CC[C@@](O)(C(=O)O)c1cc2n(c(=O)c1CO)Cc1cc3ccccc3nc1-2.[H-].[Na+]. The result is 0 (non-blocker). (7) The molecule is O=C(NC[C@H]1CCCC[NH2+]1)c1cc(OCC(F)(F)F)ccc1OCC(F)(F)F. The result is 1 (blocker). (8) The compound is C1CCC(C(C[C@@H]2CCCC[NH2+]2)C2CCCCC2)CC1. The result is 1 (blocker). (9) The compound is Cc1cccc(C)c1NC(=O)[C@@H]1CCCCN1C. The result is 0 (non-blocker). (10) The molecule is Clc1ccc2c(c1)N=C(N1CC[NH2+]CC1)c1ccccc1N2. The result is 1 (blocker).